Dataset: Forward reaction prediction with 1.9M reactions from USPTO patents (1976-2016). Task: Predict the product of the given reaction. (1) Given the reactants [Cl:1][C:2]1[NH:6][C:5]2[CH:7]=[CH:8][CH:9]=[CH:10][C:4]=2[N:3]=1.[H-].[Na+].[CH3:13][Si:14]([CH3:21])([CH3:20])[CH2:15][CH2:16][O:17][CH2:18]Cl, predict the reaction product. The product is: [CH3:13][Si:14]([CH3:21])([CH3:20])[CH2:15][CH2:16][O:17][CH2:18][N:3]1[C:4]2[CH:10]=[CH:9][CH:8]=[CH:7][C:5]=2[N:6]=[C:2]1[Cl:1]. (2) The product is: [Cl:3][C:16]1[C:15]2[C:20](=[CH:21][CH:22]=[CH:23][C:14]=2[O:13][CH:10]2[CH2:11][CH2:12][N:7]([CH3:6])[CH2:8][CH2:9]2)[N:19]=[CH:18][N:17]=1. Given the reactants P(Cl)(Cl)([Cl:3])=O.[CH3:6][N:7]1[CH2:12][CH2:11][CH:10]([O:13][C:14]2[CH:23]=[CH:22][CH:21]=[C:20]3[C:15]=2[C:16](=O)[NH:17][CH:18]=[N:19]3)[CH2:9][CH2:8]1.C(N(C(C)C)CC)(C)C, predict the reaction product. (3) Given the reactants [Br:1][C:2]1[C:3]([S:12][C:13]2[N:14]([CH2:23][CH2:24][CH:25]3[CH2:30][CH2:29][NH:28][CH2:27][CH2:26]3)[C:15]3[C:20]([N:21]=2)=[C:19]([NH2:22])[N:18]=[CH:17][N:16]=3)=[CH:4][C:5]2[O:10][CH2:9][CH2:8][O:7][C:6]=2[CH:11]=1.[C:31]([NH:34][C@@H:35]([CH3:39])[C:36](O)=[O:37])(=[O:33])[CH3:32], predict the reaction product. The product is: [NH2:22][C:19]1[N:18]=[CH:17][N:16]=[C:15]2[C:20]=1[N:21]=[C:13]([S:12][C:3]1[C:2]([Br:1])=[CH:11][C:6]3[O:7][CH2:8][CH2:9][O:10][C:5]=3[CH:4]=1)[N:14]2[CH2:23][CH2:24][CH:25]1[CH2:26][CH2:27][N:28]([C:36](=[O:37])[C@@H:35]([NH:34][C:31](=[O:33])[CH3:32])[CH3:39])[CH2:29][CH2:30]1. (4) Given the reactants [C:1]([NH:4][NH2:5])(=[O:3])[CH3:2].C([O-])([O-])=O.[Na+].[Na+].[Cl:12][CH2:13][C:14](Cl)=[O:15], predict the reaction product. The product is: [C:1]([N:4]([C:14](=[O:15])[CH2:13][Cl:12])[NH2:5])(=[O:3])[CH3:2]. (5) Given the reactants [N+:1]([C:4]1[CH:13]=[C:12]2[C:7]([CH:8]=[CH:9][CH:10]=[N:11]2)=[CH:6][CH:5]=1)([O-])=O, predict the reaction product. The product is: [N:11]1[C:12]2[C:7](=[CH:6][CH:5]=[C:4]([NH2:1])[CH:13]=2)[CH:8]=[CH:9][CH:10]=1.